Task: Predict which catalyst facilitates the given reaction.. Dataset: Catalyst prediction with 721,799 reactions and 888 catalyst types from USPTO (1) Reactant: Cl.CN(C)CCCN=C=NCC.[C:13]([O:19][CH2:20][CH3:21])(=[O:18])[CH2:14][C:15]([O-:17])=O.Cl.Cl.[Br:24][C:25]1[CH:30]=[CH:29][C:28]([N:31]2[CH2:36][CH2:35][CH2:34][C@H:33]([NH2:37])[CH2:32]2)=[C:27]([F:38])[CH:26]=1.ON1C2C=CC=CC=2N=N1.C(N(CC)CC)C. Product: [Br:24][C:25]1[CH:30]=[CH:29][C:28]([N:31]2[CH2:36][CH2:35][CH2:34][C@H:33]([NH:37][C:15](=[O:17])[CH2:14][C:13]([O:19][CH2:20][CH3:21])=[O:18])[CH2:32]2)=[C:27]([F:38])[CH:26]=1. The catalyst class is: 2. (2) Product: [C:1]([C:5]1[CH:10]=[CH:9][C:8]([NH:11][C:12](=[O:14])[CH3:13])=[C:7]([F:15])[CH:6]=1)([CH3:4])([CH3:2])[CH3:3]. Reactant: [C:1]([C:5]1[CH:10]=[CH:9][C:8]([NH:11][C:12](=[O:14])[CH3:13])=[CH:7][CH:6]=1)([CH3:4])([CH3:3])[CH3:2].[F:15][B-](F)(F)F.F[B-](F)(F)F.ClC[N+]12CC[N+](F)(CC1)CC2. The catalyst class is: 10. (3) Reactant: C([O:3][C:4]([CH2:6][CH2:7][CH2:8][O:9][C:10]1[C:11]([Se:24][C:25]2[CH:35]=[CH:34][C:28]([C:29]([O:31]CC)=[O:30])=[CH:27][N:26]=2)=[CH:12][C:13]2[C:14]([CH3:23])([CH3:22])[CH2:15][CH2:16][C:17]([CH3:21])([CH3:20])[C:18]=2[CH:19]=1)=[O:5])C.[OH-].[Na+]. Product: [C:4]([CH2:6][CH2:7][CH2:8][O:9][C:10]1[C:11]([Se:24][C:25]2[CH:35]=[CH:34][C:28]([C:29]([OH:31])=[O:30])=[CH:27][N:26]=2)=[CH:12][C:13]2[C:14]([CH3:23])([CH3:22])[CH2:15][CH2:16][C:17]([CH3:21])([CH3:20])[C:18]=2[CH:19]=1)([OH:5])=[O:3]. The catalyst class is: 8. (4) Reactant: Cl[C:2]1[C:3]2[C:10]([I:11])=[C:9]([CH2:12][CH3:13])[S:8][C:4]=2[N:5]=[CH:6][N:7]=1.[OH:14][C@H:15]([CH2:21][C:22]1[CH:27]=[CH:26][CH:25]=[CH:24][C:23]=1[O:28][CH:29]1[CH2:34][CH2:33][CH2:32][CH2:31][O:30]1)[C:16]([O:18][CH2:19][CH3:20])=[O:17].C([O-])([O-])=O.[Cs+].[Cs+].C(O)(C)(C)C. Product: [CH2:12]([C:9]1[S:8][C:4]2[N:5]=[CH:6][N:7]=[C:2]([O:14][C@H:15]([CH2:21][C:22]3[CH:27]=[CH:26][CH:25]=[CH:24][C:23]=3[O:28][CH:29]3[CH2:34][CH2:33][CH2:32][CH2:31][O:30]3)[C:16]([O:18][CH2:19][CH3:20])=[O:17])[C:3]=2[C:10]=1[I:11])[CH3:13]. The catalyst class is: 170. (5) Reactant: [NH2:1][C:2]1[CH:7]=[CH:6][C:5]([C:8]2[S:12][C:11]([C:13]3([OH:21])[CH2:18][CH2:17][N:16]([CH2:19][CH3:20])[CH2:15][CH2:14]3)=[N:10][CH:9]=2)=[CH:4][C:3]=1[F:22].[F:23][C:24]1[CH:29]=[CH:28][C:27]([C:30]([F:33])([F:32])[F:31])=[CH:26][C:25]=1[N:34]=[C:35]=[O:36]. Product: [CH2:19]([N:16]1[CH2:17][CH2:18][C:13]([C:11]2[S:12][C:8]([C:5]3[CH:6]=[CH:7][C:2]([NH:1][C:35]([NH:34][C:25]4[CH:26]=[C:27]([C:30]([F:31])([F:33])[F:32])[CH:28]=[CH:29][C:24]=4[F:23])=[O:36])=[C:3]([F:22])[CH:4]=3)=[CH:9][N:10]=2)([OH:21])[CH2:14][CH2:15]1)[CH3:20]. The catalyst class is: 7. (6) The catalyst class is: 17. Reactant: [CH2:1]([CH:4]1[CH:9]([OH:10])[CH:8]([OH:11])[CH:7]([OH:12])[CH:6]([CH2:13][OH:14])[O:5]1)[CH:2]=[CH2:3].[C:15](Cl)([C:28]1[CH:33]=[CH:32][CH:31]=[CH:30][CH:29]=1)([C:22]1[CH:27]=[CH:26][CH:25]=[CH:24][CH:23]=1)[C:16]1[CH:21]=[CH:20][CH:19]=[CH:18][CH:17]=1.C(O[C:39](=[O:41])[CH3:40])(=O)C. Product: [C:4]([O:11][CH:8]1[CH:9]([O:10][C:9](=[O:10])[CH3:8])[CH:4]([CH2:1][CH:2]=[CH2:3])[O:5][CH:6]([CH2:13][O:14][C:15]([C:28]2[CH:33]=[CH:32][CH:31]=[CH:30][CH:29]=2)([C:22]2[CH:27]=[CH:26][CH:25]=[CH:24][CH:23]=2)[C:16]2[CH:21]=[CH:20][CH:19]=[CH:18][CH:17]=2)[CH:7]1[O:12][C:39](=[O:41])[CH3:40])(=[O:5])[CH3:1]. (7) The catalyst class is: 8. Product: [CH:23]1([N:22]2[C:21]3[CH:29]=[CH:30][C:31]([C:33]([OH:35])=[O:34])=[CH:32][C:20]=3[N:19]=[C:18]2[C:13]2[CH:14]=[C:15]3[C:10](=[CH:11][CH:12]=2)[N:9]=[C:76]([C:73]2[C:72]4[CH:79]=[C:68]([O:67][CH3:66])[CH:69]=[CH:70][C:71]=4[O:75][CH:74]=2)[CH:77]=[CH:16]3)[CH2:24][CH2:25][CH2:26][CH2:27][CH2:28]1. Reactant: BrC1C=CC(O)=C(C2C=[CH:16][C:15]3[C:10](=[CH:11][CH:12]=[C:13]([C:18]4[N:22]([CH:23]5[CH2:28][CH2:27][CH2:26][CH2:25][CH2:24]5)[C:21]5[CH:29]=[CH:30][C:31]([C:33]([OH:35])=[O:34])=[CH:32][C:20]=5[N:19]=4)[CH:14]=3)[N:9]=2)C=1.C(OC(C1C=CC2N(C3CCCCC3)C(C3C=CC(N)=C(C=O)C=3)=NC=2C=1)=O)C.[CH3:66][O:67][C:68]1[CH:69]=[CH:70][C:71]2[O:75][CH:74]=[C:73]([C:76](=O)[CH3:77])[C:72]=2[CH:79]=1.[OH-].[K+].